This data is from Catalyst prediction with 721,799 reactions and 888 catalyst types from USPTO. The task is: Predict which catalyst facilitates the given reaction. Reactant: Br[C:2]1[CH:3]=[N:4][N:5]([C:7]2([CH2:18][CH2:19][F:20])[CH2:10][N:9]([C:11]([O:13][C:14]([CH3:17])([CH3:16])[CH3:15])=[O:12])[CH2:8]2)[CH:6]=1.[B:21]1([B:21]2[O:25][C:24]([CH3:27])([CH3:26])[C:23]([CH3:29])([CH3:28])[O:22]2)[O:25][C:24]([CH3:27])([CH3:26])[C:23]([CH3:29])([CH3:28])[O:22]1.C([O-])(=O)C.[K+].ClCCl. Product: [F:20][CH2:19][CH2:18][C:7]1([N:5]2[CH:6]=[C:2]([B:21]3[O:25][C:24]([CH3:27])([CH3:26])[C:23]([CH3:29])([CH3:28])[O:22]3)[CH:3]=[N:4]2)[CH2:10][N:9]([C:11]([O:13][C:14]([CH3:17])([CH3:16])[CH3:15])=[O:12])[CH2:8]1. The catalyst class is: 12.